Task: Predict the reactants needed to synthesize the given product.. Dataset: Full USPTO retrosynthesis dataset with 1.9M reactions from patents (1976-2016) (1) Given the product [F:1][C:2]1[CH:3]=[C:4]([CH:7]=[C:8]([O:10][CH:11]2[CH2:16][CH2:15][CH2:14][CH2:13][CH2:12]2)[CH:9]=1)[C:5]([OH:19])=[O:20], predict the reactants needed to synthesize it. The reactants are: [F:1][C:2]1[CH:3]=[C:4]([CH:7]=[C:8]([O:10][CH2:11][CH2:12][CH2:13][CH2:14][CH2:15][CH3:16])[CH:9]=1)[C:5]#N.C([OH:19])C.[OH-:20].[Na+].Cl. (2) Given the product [Cl:1][C:2]1[CH:3]=[CH:4][C:5]([CH:8]([O:12][C:13]2[CH:18]=[CH:17][CH:16]=[C:15]([C:19]([F:20])([F:21])[F:22])[CH:14]=2)[C:9]([O:11][CH:25]([O:24][C:23]([O:28][CH:29]2[CH2:34][CH2:33][CH2:32][CH2:31][CH2:30]2)=[O:35])[CH3:26])=[O:10])=[CH:6][CH:7]=1, predict the reactants needed to synthesize it. The reactants are: [Cl:1][C:2]1[CH:7]=[CH:6][C:5]([CH:8]([O:12][C:13]2[CH:18]=[CH:17][CH:16]=[C:15]([C:19]([F:22])([F:21])[F:20])[CH:14]=2)[C:9]([OH:11])=[O:10])=[CH:4][CH:3]=1.[C:23](=[O:35])([O:28][CH:29]1[CH2:34][CH2:33][CH2:32][CH2:31][CH2:30]1)[O:24][CH:25](Cl)[CH3:26]. (3) Given the product [CH3:9][O:8][C:5]1[C:4]2[N:10]([CH2:13][O:14][CH2:15][CH2:16][Si:17]([CH3:20])([CH3:19])[CH3:18])[CH:11]=[CH:12][C:3]=2[C:2]([C:22]#[N:24])=[CH:7][N:6]=1, predict the reactants needed to synthesize it. The reactants are: Br[C:2]1[CH:7]=[N:6][C:5]([O:8][CH3:9])=[C:4]2[N:10]([CH2:13][O:14][CH2:15][CH2:16][Si:17]([CH3:20])([CH3:19])[CH3:18])[CH:11]=[CH:12][C:3]=12.C[C:22]([N:24](C)C)=O. (4) Given the product [CH3:1][C:2]1[C:3]([C:16]2[CH:17]=[C:18]([C:21]([O:26][CH3:27])=[CH:22][C:23]=2[O:24][CH3:25])[CH:19]=[O:20])=[CH:4][C:5]2[C:6]([CH3:15])([CH3:14])[CH2:7][CH2:8][C:9]([CH3:12])([CH3:13])[C:10]=2[CH:11]=1, predict the reactants needed to synthesize it. The reactants are: [CH3:1][C:2]1[C:3]([C:16]2[CH:17]=[C:18]([C:21]([OH:26])=[CH:22][C:23]=2[O:24][CH3:25])[CH:19]=[O:20])=[CH:4][C:5]2[C:6]([CH3:15])([CH3:14])[CH2:7][CH2:8][C:9]([CH3:13])([CH3:12])[C:10]=2[CH:11]=1.[CH3:27]OS(OC)(=O)=O.C(=O)([O-])[O-].[K+].[K+]. (5) Given the product [C:1]([O:5][C:6]([N:8]([CH3:27])[CH2:9][CH2:10][CH2:11][N:12]1[CH2:21][CH2:20][C:19]2[C:14](=[CH:15][CH:16]=[C:17]([CH2:82][NH:87][C:88](=[O:97])[O:89][CH2:90][C:91]3[CH:96]=[CH:95][CH:94]=[CH:93][CH:92]=3)[CH:18]=2)[C:13]1=[O:26])=[O:7])([CH3:4])([CH3:2])[CH3:3], predict the reactants needed to synthesize it. The reactants are: [C:1]([O:5][C:6]([N:8]([CH3:27])[CH2:9][CH2:10][CH2:11][N:12]1[CH2:21][CH2:20][C:19]2[C:14](=[CH:15][CH:16]=[C:17](C(OC)=O)[CH:18]=2)[C:13]1=[O:26])=[O:7])([CH3:4])([CH3:3])[CH3:2].[OH-].[Na+].Cl.[N-]=[N+]=[N-].P([O-])(OC1C=CC=CC=1)(OC1C=CC=CC=1)=O.C(N(CC)CC)C.C(O)C1C=CC=CC=1.C(OC(N(C)CCCN1CCC2C(=CC=[C:82]([NH:87][C:88](=[O:97])[O:89][CH2:90][C:91]3[CH:96]=[CH:95][CH:94]=[CH:93][CH:92]=3)C=2)C1=O)=O)(C)(C)C.CI.[H-].[Na+]. (6) Given the product [F:37][C:35]([F:36])([F:38])[C:33]1[CH:32]=[C:31]([C:39]([CH3:44])([CH3:43])[C:40]([N:8]([C:5]2[CH:6]=[N:7][C:2]([Cl:1])=[CH:3][C:4]=2[C:10]2[CH:15]=[CH:14][CH:13]=[CH:12][C:11]=2[Cl:16])[CH3:9])=[O:41])[CH:30]=[C:29]([C:28]([F:27])([F:45])[F:46])[CH:34]=1, predict the reactants needed to synthesize it. The reactants are: [Cl:1][C:2]1[N:7]=[CH:6][C:5]([NH:8][CH3:9])=[C:4]([C:10]2[CH:15]=[CH:14][CH:13]=[CH:12][C:11]=2[Cl:16])[CH:3]=1.C[Si]([N-][Si](C)(C)C)(C)C.[K+].[F:27][C:28]([F:46])([F:45])[C:29]1[CH:30]=[C:31]([C:39]([CH3:44])([CH3:43])[C:40](Cl)=[O:41])[CH:32]=[C:33]([C:35]([F:38])([F:37])[F:36])[CH:34]=1.C(=O)([O-])O.[Na+]. (7) Given the product [C:11]([O:10][C:9]([N:8]([C:16]1[CH:21]=[CH:20][N:19]=[C:18]([C:22]2[C:23]([Cl:31])=[N:24][N:25]([CH2:27][CH:28]3[CH2:29][CH2:30]3)[CH:26]=2)[N:17]=1)[C:6](=[O:7])[O:5][C:1]([CH3:2])([CH3:3])[CH3:4])=[O:15])([CH3:14])([CH3:13])[CH3:12], predict the reactants needed to synthesize it. The reactants are: [C:1]([O:5][C:6]([N:8]([C:16]1[CH:21]=[CH:20][N:19]=[C:18]([C:22]2[CH:23]=[N:24][N:25]([CH2:27][CH:28]3[CH2:30][CH2:29]3)[CH:26]=2)[N:17]=1)[C:9](=[O:15])[O:10][C:11]([CH3:14])([CH3:13])[CH3:12])=[O:7])([CH3:4])([CH3:3])[CH3:2].[Cl:31]N1C(=O)CCC1=O. (8) Given the product [BrH:17].[NH:11]=[C:8]1[N:7]([CH2:16][CH2:15][O:14][CH3:13])[C:6]([CH2:5][C:4]([O:3][CH2:1][CH3:2])=[O:12])=[CH:10][S:9]1, predict the reactants needed to synthesize it. The reactants are: [CH2:1]([O:3][C:4](=[O:12])[CH2:5][C:6]1[N:7]=[C:8]([NH2:11])[S:9][CH:10]=1)[CH3:2].[CH3:13][O:14][CH2:15][CH2:16][Br:17]. (9) Given the product [Cl:17][CH2:2][C:3]1[CH:8]=[CH:7][C:6]([C:9]2[CH:14]=[CH:13][CH:12]=[CH:11][CH:10]=2)=[CH:5][CH:4]=1.[CH3:26][N:27]([CH:29]=[O:30])[CH3:28], predict the reactants needed to synthesize it. The reactants are: O[CH2:2][C:3]1[CH:8]=[CH:7][C:6]([C:9]2[CH:14]=[CH:13][CH:12]=[CH:11][CH:10]=2)=[CH:5][CH:4]=1.S(Cl)([Cl:17])=O.C(OCC)(=O)C.O.[CH3:26][N:27]([CH:29]=[O:30])[CH3:28]. (10) The reactants are: [OH:1][CH:2]1[CH2:7][CH2:6][CH2:5][NH:4][CH2:3]1.[OH-].[Na+].Cl[C:11]1[N:16]=[C:15]([NH:17][C:18]2[CH:23]=[CH:22][C:21]([O:24][CH3:25])=[C:20]([Cl:26])[CH:19]=2)[N:14]=[C:13]([NH:27][CH:28]2[CH2:34][CH2:33][CH2:32][CH2:31][CH2:30][CH2:29]2)[N:12]=1. Given the product [Cl:26][C:20]1[CH:19]=[C:18]([NH:17][C:15]2[N:14]=[C:13]([NH:27][CH:28]3[CH2:29][CH2:30][CH2:31][CH2:32][CH2:33][CH2:34]3)[N:12]=[C:11]([N:4]3[CH2:5][CH2:6][CH2:7][CH:2]([OH:1])[CH2:3]3)[N:16]=2)[CH:23]=[CH:22][C:21]=1[O:24][CH3:25], predict the reactants needed to synthesize it.